Task: Regression. Given a peptide amino acid sequence and an MHC pseudo amino acid sequence, predict their binding affinity value. This is MHC class II binding data.. Dataset: Peptide-MHC class II binding affinity with 134,281 pairs from IEDB (1) The MHC is DRB3_0202 with pseudo-sequence DRB3_0202. The peptide sequence is MDYFIRMWNQAALAM. The binding affinity (normalized) is 0.777. (2) The peptide sequence is LGVLLLIGCWYCRRRNGYR. The MHC is DRB1_0701 with pseudo-sequence DRB1_0701. The binding affinity (normalized) is 0.181.